Dataset: Full USPTO retrosynthesis dataset with 1.9M reactions from patents (1976-2016). Task: Predict the reactants needed to synthesize the given product. (1) Given the product [C:1]1([N:7]2[CH2:8][CH2:9][CH:10]([CH2:13][N:15]3[C:23]4[C:18](=[CH:19][CH:20]=[CH:21][C:22]=4[C:24]([O:26][CH3:27])=[O:25])[CH:17]=[CH:16]3)[CH2:11][CH2:12]2)[CH:2]=[CH:3][CH:4]=[CH:5][CH:6]=1, predict the reactants needed to synthesize it. The reactants are: [C:1]1([N:7]2[CH2:12][CH2:11][CH:10]([CH2:13]O)[CH2:9][CH2:8]2)[CH:6]=[CH:5][CH:4]=[CH:3][CH:2]=1.[NH:15]1[C:23]2[C:18](=[CH:19][CH:20]=[CH:21][C:22]=2[C:24]([O:26][CH3:27])=[O:25])[CH:17]=[CH:16]1.C(P(=CC#N)(CCCC)CCCC)CCC. (2) Given the product [Cl:1][C:2]1[CH:3]=[C:4]([C:9]([O:16][C:24](=[O:28])[CH2:25][CH2:26][CH3:27])([C:10]([F:11])([F:12])[F:13])[C:14]#[CH:15])[CH:5]=[C:6]([Cl:8])[CH:7]=1, predict the reactants needed to synthesize it. The reactants are: [Cl:1][C:2]1[CH:3]=[C:4]([C:9]([OH:16])([C:14]#[CH:15])[C:10]([F:13])([F:12])[F:11])[CH:5]=[C:6]([Cl:8])[CH:7]=1.C(N(CC)CC)C.[C:24](Cl)(=[O:28])[CH2:25][CH2:26][CH3:27]. (3) Given the product [Cl:1][C:2]1[CH:10]=[CH:9][C:5]([C:6]([N:13]2[C:14]3[CH:19]=[CH:18][CH:17]=[CH:16][C:15]=3[S:11][CH:12]2[C:28]#[N:29])=[O:7])=[CH:4][CH:3]=1, predict the reactants needed to synthesize it. The reactants are: [Cl:1][C:2]1[CH:10]=[CH:9][C:5]([C:6](Cl)=[O:7])=[CH:4][CH:3]=1.[S:11]1[C:15]2[CH:16]=[CH:17][CH:18]=[CH:19][C:14]=2[N:13]=[CH:12]1.[Al+3].[Cl-].[Cl-].[Cl-].C[Si]([C:28]#[N:29])(C)C. (4) Given the product [F:1][C:2]1[CH:3]=[CH:4][C:5]([CH2:6][N:7]([CH3:47])[C:8](=[O:46])[C@@H:9]([NH:16][C:17]([C:19]2[CH:20]=[C:21]3[C:26](=[CH:27][CH:28]=2)[N:25]=[C:24]([NH:29][C:30]([C:31]2[CH:36]=[CH:35][CH:34]=[CH:33][C:32]=2[CH:37]2[CH2:44][CH2:61][N:57]([C:55]([O:54][C:50]([CH3:51])([CH3:53])[CH3:52])=[O:56])[CH2:58][CH2:59]2)=[O:45])[CH:23]=[CH:22]3)=[O:18])[C:10]2[CH:11]=[CH:12][CH:13]=[CH:14][CH:15]=2)=[CH:48][CH:49]=1.[F:1][C:2]1[CH:3]=[CH:4][C:5]([CH2:6][N:7]([CH3:47])[C:8](=[O:46])[C@@H:9]([NH:16][C:17]([C:19]2[CH:20]=[C:21]3[C:26](=[CH:27][CH:28]=2)[N:25]=[C:24]([NH:29][C:64]([C:63]2[CH:67]=[CH:68][CH:69]=[CH:70][C:62]=2[C@@H:59]2[CH2:60][CH2:61][N:57]([C:55]([O:54][C:50]([CH3:52])([CH3:53])[CH3:51])=[O:56])[CH2:58]2)=[O:65])[CH:23]=[CH:22]3)=[O:18])[C:10]2[CH:15]=[CH:14][CH:13]=[CH:12][CH:11]=2)=[CH:48][CH:49]=1, predict the reactants needed to synthesize it. The reactants are: [F:1][C:2]1[CH:49]=[CH:48][C:5]([CH2:6][N:7]([CH3:47])[C:8](=[O:46])[C@@H:9]([NH:16][C:17]([C:19]2[CH:20]=[C:21]3[C:26](=[CH:27][CH:28]=2)[N:25]=[C:24]([NH:29][C:30](=[O:45])[C:31]2[CH:36]=[CH:35][CH:34]=[CH:33][C:32]=2[C:37]2N=C4N([CH:44]=2)C=CS4)[CH:23]=[CH:22]3)=[O:18])[C:10]2[CH:15]=[CH:14][CH:13]=[CH:12][CH:11]=2)=[CH:4][CH:3]=1.[C:50]([O:54][C:55]([N:57]1[CH2:61][CH2:60][CH:59]([C:62]2[CH:70]=[CH:69][CH:68]=[CH:67][C:63]=2[C:64](O)=[O:65])[CH2:58]1)=[O:56])([CH3:53])([CH3:52])[CH3:51]. (5) Given the product [F:1][C:2]1[CH:14]=[CH:13][C:5]([C:6]([O:8][C:9]([CH3:11])([CH3:12])[CH3:10])=[O:7])=[CH:4][C:3]=1[CH2:15][NH:16][CH2:17][C:31](=[O:32])[C@@H:29]([CH3:30])[NH:28][C:26]([O:25][CH2:18][C:19]1[CH:24]=[CH:23][CH:22]=[CH:21][CH:20]=1)=[O:27], predict the reactants needed to synthesize it. The reactants are: [F:1][C:2]1[CH:14]=[CH:13][C:5]([C:6]([O:8][C:9]([CH3:12])([CH3:11])[CH3:10])=[O:7])=[CH:4][C:3]=1[CH2:15][NH:16][CH3:17].[CH2:18]([O:25][C:26]([NH:28][C@@H:29]([C:31](O)=[O:32])[CH3:30])=[O:27])[C:19]1[CH:24]=[CH:23][CH:22]=[CH:21][CH:20]=1.C1C=CC2N(O)N=NC=2C=1.O.C1CCC(N=C=NC2CCCCC2)CC1.